Dataset: Full USPTO retrosynthesis dataset with 1.9M reactions from patents (1976-2016). Task: Predict the reactants needed to synthesize the given product. The reactants are: C(O[C:4]([C:6]1[S:7][C:8]([CH2:12][CH3:13])=[C:9]([OH:11])[N:10]=1)=[O:5])C.[C:14]1([CH3:23])[CH:19]=[CH:18][CH:17]=[C:16]([CH2:20][CH2:21]O)[CH:15]=1.Cl.C[O:26][C:27]([C:29]1([NH2:38])[CH2:37][C:36]2[C:31](=[CH:32][CH:33]=[CH:34][CH:35]=2)[CH2:30]1)=[O:28]. Given the product [CH2:12]([C:8]1[S:7][C:6]([C:4]([NH:38][C:29]2([C:27]([OH:28])=[O:26])[CH2:30][C:31]3[C:36](=[CH:35][CH:34]=[CH:33][CH:32]=3)[CH2:37]2)=[O:5])=[N:10][C:9]=1[O:11][CH2:21][CH2:20][C:16]1[CH:15]=[C:14]([CH3:23])[CH:19]=[CH:18][CH:17]=1)[CH3:13], predict the reactants needed to synthesize it.